This data is from Aqueous solubility values for 9,982 compounds from the AqSolDB database. The task is: Regression/Classification. Given a drug SMILES string, predict its absorption, distribution, metabolism, or excretion properties. Task type varies by dataset: regression for continuous measurements (e.g., permeability, clearance, half-life) or binary classification for categorical outcomes (e.g., BBB penetration, CYP inhibition). For this dataset (solubility_aqsoldb), we predict Y. (1) The compound is CC(C)=CCCc1ccc2c(c1)C(=O)c1ccccc1C2=O. The Y is -7.99 log mol/L. (2) The compound is c1ccc2c(c1)C1=NC2=Nc2c3ccccc3c3n2[Cu]n2c(c4ccccc4c2=NC2=NC(=N3)c3ccccc32)=N1. The Y is -8.16 log mol/L. (3) The drug is CC1c2cccc(O)c2C(=O)C2=C(O)C3(O)C(=O)C(C(N)=O)=C(O)C(N(C)C)C3C(O)C21. The Y is -2.87 log mol/L. (4) The drug is O=C(O)CBr. The Y is 1.10 log mol/L. (5) The Y is -1.65 log mol/L. The drug is CCOC(=O)n1cnc2c1c(=O)n(C)c(=O)n2C. (6) The compound is O=CO. The Y is 1.18 log mol/L. (7) The drug is CCN(CC)C(=O)OC. The Y is -0.292 log mol/L. (8) The molecule is CC(C)(C)c1cc(Cc2cc(C(C)(C)C)c(O)c(C(C)(C)C)c2)cc(C(C)(C)C)c1O. The Y is -8.63 log mol/L.